Task: Predict the product of the given reaction.. Dataset: Forward reaction prediction with 1.9M reactions from USPTO patents (1976-2016) (1) Given the reactants [H-].[Na+].[Cl:3][C:4]1[CH:5]=[C:6]([Cl:34])[C:7]2[C:8]3[CH2:26][CH2:25][N:24](C(OC(C)(C)C)=O)[CH2:23][CH2:22][C:9]=3[N:10]([CH2:13][CH2:14][O:15][C:16]3[CH:21]=[CH:20][CH:19]=[CH:18][CH:17]=3)[C:11]=2[CH:12]=1.[Cl:35]C1C=C(Cl)C2C3CCN(C(OC(C)(C)C)=O)CCC=3NC=2C=1.BrCCOC1C=CC=CC=1, predict the reaction product. The product is: [ClH:3].[Cl:35][C:12]1[C:11]2[N:10]([CH2:13][CH2:14][O:15][C:16]3[CH:21]=[CH:20][CH:19]=[CH:18][CH:17]=3)[C:9]3[CH2:22][CH2:23][NH:24][CH2:25][CH2:26][C:8]=3[C:7]=2[C:6]([Cl:34])=[CH:5][CH:4]=1. (2) Given the reactants [F:1][C:2]1[CH:22]=[CH:21][C:5]([O:6][CH2:7][CH:8]2[CH2:13][CH2:12][N:11](C(OC(C)(C)C)=O)[CH2:10][CH2:9]2)=[CH:4][CH:3]=1.[ClH:23], predict the reaction product. The product is: [ClH:23].[F:1][C:2]1[CH:3]=[CH:4][C:5]([O:6][CH2:7][CH:8]2[CH2:9][CH2:10][NH:11][CH2:12][CH2:13]2)=[CH:21][CH:22]=1. (3) Given the reactants [N:1]1([CH2:7][CH2:8][OH:9])[CH2:6][CH2:5][O:4][CH2:3][CH2:2]1.[H-].[Na+].Br[C:13]1[CH:14]=[C:15]2[C:19](=[N:20][CH:21]=1)[NH:18][CH:17]=[CH:16]2, predict the reaction product. The product is: [N:1]1([CH2:7][CH2:8][O:9][C:13]2[CH:14]=[C:15]3[CH:16]=[CH:17][NH:18][C:19]3=[N:20][CH:21]=2)[CH2:6][CH2:5][O:4][CH2:3][CH2:2]1.